Dataset: Full USPTO retrosynthesis dataset with 1.9M reactions from patents (1976-2016). Task: Predict the reactants needed to synthesize the given product. (1) The reactants are: Br[C:2]1[C:3]([C:9]2[CH:14]=[CH:13][CH:12]=[CH:11][C:10]=2[Cl:15])=[CH:4][C:5]([Cl:8])=[N:6][CH:7]=1.C([Li])CCC.BrBr.[Li].Cl[C:25]([O:27][CH2:28][CH3:29])=[O:26]. Given the product [CH2:28]([O:27][C:25](=[O:26])[C:2]1[C:3]([C:9]2[CH:14]=[CH:13][CH:12]=[CH:11][C:10]=2[Cl:15])=[CH:4][C:5]([Cl:8])=[N:6][CH:7]=1)[CH3:29], predict the reactants needed to synthesize it. (2) Given the product [OH:35][CH2:34][CH2:33][NH:1][C@@H:2]([CH2:31][CH3:32])[C:3]([NH:5][C@@H:6]1[C:12](=[O:13])[N:11]([CH2:14][C:15]2[C:24]3[C:19](=[CH:20][CH:21]=[CH:22][CH:23]=3)[N:18]=[CH:17][C:16]=2[O:25][CH3:26])[C:10]2[CH:27]=[CH:28][CH:29]=[CH:30][C:9]=2[CH2:8][CH2:7]1)=[O:4], predict the reactants needed to synthesize it. The reactants are: [NH2:1][C@@H:2]([CH2:31][CH3:32])[C:3]([NH:5][C@@H:6]1[C:12](=[O:13])[N:11]([CH2:14][C:15]2[C:24]3[C:19](=[CH:20][CH:21]=[CH:22][CH:23]=3)[N:18]=[CH:17][C:16]=2[O:25][CH3:26])[C:10]2[CH:27]=[CH:28][CH:29]=[CH:30][C:9]=2[CH2:8][CH2:7]1)=[O:4].[CH2:33]1OC(O)C[O:35][CH:34]1O.C(O)(=O)C.C([BH3-])#N.[Na+].[OH-].[Na+]. (3) Given the product [CH3:1][O:2][CH2:3][CH2:4][O:5][C:6]1[CH:18]=[CH:17][C:9]([C:10]([OH:12])=[O:11])=[C:8]([N+:19]([O-:21])=[O:20])[CH:7]=1, predict the reactants needed to synthesize it. The reactants are: [CH3:1][O:2][CH2:3][CH2:4][O:5][C:6]1[CH:18]=[CH:17][C:9]([C:10]([O:12]CCOC)=[O:11])=[C:8]([N+:19]([O-:21])=[O:20])[CH:7]=1. (4) Given the product [N:27]1[CH:28]=[CH:29][N:30]=[CH:31][C:26]=1[N:24]1[C:2]2[C@H:1]3[CH2:6][C@H:5]3[CH2:4][C:3]=2[C:9]([C:8]([OH:15])=[O:14])=[N:25]1, predict the reactants needed to synthesize it. The reactants are: [C@H:1]12[CH2:6][C@H:5]1[CH2:4][CH2:3][C:2]2=O.[C:8]([O:15]CC)(=[O:14])[C:9](OCC)=O.CC(C)([O-])C.[K+].[NH:24]([C:26]1[CH:31]=[N:30][CH:29]=[CH:28][N:27]=1)[NH2:25].Cl. (5) Given the product [Br:14][C:15]1[CH:24]=[C:23]2[C:18]([CH:19]=[CH:20][C:21](=[O:25])[N:22]2[CH2:73][CH2:74][N:75]2[CH2:80][CH2:79][CH:78]([NH:81][C:82](=[O:88])[O:83][C:84]([CH3:87])([CH3:86])[CH3:85])[CH2:77][CH2:76]2)=[C:17]([F:26])[CH:16]=1, predict the reactants needed to synthesize it. The reactants are: BrC1C=C(F)C=C2C=1C=CC(=O)N2.[Br:14][C:15]1[CH:24]=[C:23]2[C:18]([CH:19]=[CH:20][C:21](=[O:25])[NH:22]2)=[C:17]([F:26])[CH:16]=1.[H-].[Na+].FC1C=C2C(C=CC(=O)N2CCN2CCC(NCC3C=CC4OCC(=O)NC=4N=3)CC2)=CC=1.FC1C=C2C(N=CC(=O)N2[CH2:73][CH2:74][N:75]2[CH2:80][CH2:79][CH:78]([NH:81][C:82](=[O:88])[O:83][C:84]([CH3:87])([CH3:86])[CH3:85])[CH2:77][CH2:76]2)=CC=1. (6) Given the product [F:17][C:14]([F:15])([F:16])[C:13]1[N:8]2[CH:7]=[N:6][C:5]([C:3]3[N:4]=[C:36]([C:35]4[CH:34]=[CH:33][C:32]([S:28]([NH2:29])(=[O:31])=[O:30])=[CH:40][CH:39]=4)[O:1][N:2]=3)=[C:9]2[N:10]=[C:11]([C:18]2[CH:19]=[CH:20][C:21]([C:24]([F:27])([F:26])[F:25])=[CH:22][CH:23]=2)[CH:12]=1, predict the reactants needed to synthesize it. The reactants are: [OH:1][NH:2][C:3]([C:5]1[N:6]=[CH:7][N:8]2[C:13]([C:14]([F:17])([F:16])[F:15])=[CH:12][C:11]([C:18]3[CH:23]=[CH:22][C:21]([C:24]([F:27])([F:26])[F:25])=[CH:20][CH:19]=3)=[N:10][C:9]=12)=[NH:4].[S:28]([C:32]1[CH:40]=[CH:39][C:35]([C:36](O)=O)=[CH:34][CH:33]=1)(=[O:31])(=[O:30])[NH2:29].